From a dataset of Full USPTO retrosynthesis dataset with 1.9M reactions from patents (1976-2016). Predict the reactants needed to synthesize the given product. (1) Given the product [Cl:23][C:24]1[CH:25]=[C:26]([C@@H:27]([OH:29])[CH2:28][N:16]2[C@@H:15]([CH2:14][C:13]3[CH:12]=[CH:11][C:10]([O:9][C:7]4[CH:6]=[CH:5][CH:4]=[C:3]([CH2:2][OH:1])[N:8]=4)=[CH:22][CH:21]=3)[CH2:19][O:18][C:17]2=[O:20])[CH:30]=[CH:31][CH:32]=1.[Cl:23][C:24]1[CH:25]=[C:26]([C@H:27]2[O:34][C:33](=[O:36])[N:16]([C@@H:15]([CH2:14][C:13]3[CH:21]=[CH:22][C:10]([O:9][C:7]4[CH:6]=[CH:5][CH:4]=[C:3]([CH2:2][OH:1])[N:8]=4)=[CH:11][CH:12]=3)[CH2:19][OH:18])[CH2:17]2)[CH:30]=[CH:31][CH:32]=1, predict the reactants needed to synthesize it. The reactants are: [OH:1][CH2:2][C:3]1[N:8]=[C:7]([O:9][C:10]2[CH:22]=[CH:21][C:13]([CH2:14][C@H:15]3[CH2:19][O:18][C:17](=[O:20])[NH:16]3)=[CH:12][CH:11]=2)[CH:6]=[CH:5][CH:4]=1.[Cl:23][C:24]1[CH:25]=[C:26]([CH:30]=[CH:31][CH:32]=1)[C@H:27]1[O:29][CH2:28]1.[C:33](=[O:36])([O-])[O-:34].[K+].[K+]. (2) The reactants are: C[N:2](C)/[CH:3]=[CH:4]/[C:5]([C:7]1[C:12](=[O:13])[CH:11]=[CH:10][N:9]([C:14]2[CH:19]=[CH:18][C:17]([O:20][CH3:21])=[CH:16][CH:15]=2)[N:8]=1)=O.[C:23]1([NH:29]N)[CH:28]=[CH:27][CH:26]=[CH:25][CH:24]=1. Given the product [CH3:21][O:20][C:17]1[CH:18]=[CH:19][C:14]([N:9]2[CH:10]=[CH:11][C:12](=[O:13])[C:7]([C:5]3[N:29]([C:23]4[CH:28]=[CH:27][CH:26]=[CH:25][CH:24]=4)[N:2]=[CH:3][CH:4]=3)=[N:8]2)=[CH:15][CH:16]=1, predict the reactants needed to synthesize it. (3) Given the product [CH3:2][N:1]1[C:12](=[O:13])[C:11]2[N:10]([CH2:14][C:15]([NH:27][C:28]3[CH:33]=[CH:32][C:31]([CH:21]([CH3:23])[CH3:22])=[CH:30][CH:29]=3)=[O:17])[CH:9]=[N:8][C:7]=2[N:5]([CH3:6])[C:3]1=[O:4], predict the reactants needed to synthesize it. The reactants are: [N:1]1([C:12](=[O:13])[C:11]2[N:10]([CH2:14][C:15]([OH:17])=O)[CH:9]=[N:8][C:7]=2[N:5]([CH3:6])[C:3]1=[O:4])[CH3:2].CCN(C(C)C)[CH:21]([CH3:23])[CH3:22].[NH2:27][C:28]1[CH:33]=[CH:32][CH:31]=[CH:30][CH:29]=1.CCN=C=NCCCN(C)C. (4) Given the product [C:20]([O:24][C:25](=[O:26])[NH:27][CH2:28][C:29]([N:32]1[CH2:37][CH2:36][O:35][CH2:34][CH2:33]1)=[O:31])([CH3:21])([CH3:22])[CH3:23], predict the reactants needed to synthesize it. The reactants are: C1(P(C2C=CC=CC=2)C2C=CC=CC=2)C=CC=CC=1.[C:20]([O:24][C:25]([NH:27][CH2:28][C:29]([OH:31])=O)=[O:26])([CH3:23])([CH3:22])[CH3:21].[NH:32]1[CH2:37][CH2:36][O:35][CH2:34][CH2:33]1.CCN(C(C)C)C(C)C. (5) Given the product [C:1]([O:5][C:6]([NH:8][C@H:9]([CH2:12][O:13][CH2:14][C:15]1[CH:20]=[CH:19][CH:18]=[C:17]([C:21]([OH:23])=[O:22])[CH:16]=1)[C:10]#[N:11])=[O:7])([CH3:4])([CH3:2])[CH3:3], predict the reactants needed to synthesize it. The reactants are: [C:1]([O:5][C:6]([NH:8][C@H:9]([CH2:12][O:13][CH2:14][C:15]1[CH:20]=[CH:19][CH:18]=[C:17]([C:21]([O:23]CC=C)=[O:22])[CH:16]=1)[C:10]#[N:11])=[O:7])([CH3:4])([CH3:3])[CH3:2].N1CCOCC1. (6) Given the product [CH3:3][O:4][C:5]1[CH:14]=[C:13]2[C:8]([N:9]=[CH:10][C:11]([O:15][CH2:16][CH2:17][N:18]3[CH2:23][CH2:22][CH:21]([N:24]([CH2:25][C:26]4[CH:27]=[CH:28][C:29]5[S:34][CH2:33][C:32](=[O:35])[NH:31][C:30]=5[CH:36]=4)[CH3:37])[CH2:20][CH2:19]3)=[N:12]2)=[CH:7][CH:6]=1, predict the reactants needed to synthesize it. The reactants are: C=O.[CH3:3][O:4][C:5]1[CH:14]=[C:13]2[C:8]([N:9]=[CH:10][C:11]([O:15][CH2:16][CH2:17][N:18]3[CH2:23][CH2:22][CH:21]([NH:24][CH2:25][C:26]4[CH:27]=[CH:28][C:29]5[S:34][CH2:33][C:32](=[O:35])[NH:31][C:30]=5[CH:36]=4)[CH2:20][CH2:19]3)=[N:12]2)=[CH:7][CH:6]=1.[C:37](O)(=O)C.C([BH3-])#N.[Na+].